From a dataset of Full USPTO retrosynthesis dataset with 1.9M reactions from patents (1976-2016). Predict the reactants needed to synthesize the given product. (1) Given the product [CH:21]([C@@H:10]1[C@@H:9]([C:6]2[CH:7]=[CH:8][C:3]([O:2][CH3:1])=[CH:4][CH:5]=2)[CH2:13][CH2:12][N:11]1[C:14]([O:16][C:17]([CH3:20])([CH3:19])[CH3:18])=[O:15])=[O:22], predict the reactants needed to synthesize it. The reactants are: [CH3:1][O:2][C:3]1[CH:8]=[CH:7][C:6]([C@H:9]2[CH2:13][CH2:12][N:11]([C:14]([O:16][C:17]([CH3:20])([CH3:19])[CH3:18])=[O:15])[C@H:10]2[CH:21]=[O:22])=[CH:5][CH:4]=1.C1CCN2C(=NCCC2)CC1.P([O-])([O-])([O-])=O. (2) Given the product [CH2:21]([O:18][CH2:17][C@@H:13]1[CH2:14][CH2:15][CH2:16][N:12]1[C:10]([C:7]1[CH:8]=[CH:9][C:4]([Br:3])=[CH:5][CH:6]=1)=[O:11])[CH:20]=[CH2:19], predict the reactants needed to synthesize it. The reactants are: [H-].[Na+].[Br:3][C:4]1[CH:9]=[CH:8][C:7]([C:10]([N:12]2[CH2:16][CH2:15][CH2:14][C@H:13]2[CH2:17][OH:18])=[O:11])=[CH:6][CH:5]=1.[CH2:19](I)[CH:20]=[CH2:21].C(=O)([O-])O.[Na+]. (3) Given the product [Cl:1][C:2]1[CH:3]=[C:4]([CH2:19][N:20]2[C:24]([CH3:25])=[CH:23][C:22]([C:26]([NH:37][CH2:38][CH:39]3[CH2:44][CH2:43][N:42]([C:45]([O:47][C:48]([CH3:51])([CH3:50])[CH3:49])=[O:46])[CH2:41][CH2:40]3)=[O:27])=[N:21]2)[C:5]2[O:9][C:8]([C:10]3[CH:15]=[CH:14][C:13]([F:16])=[CH:12][C:11]=3[F:17])=[CH:7][C:6]=2[CH:18]=1, predict the reactants needed to synthesize it. The reactants are: [Cl:1][C:2]1[CH:3]=[C:4]([CH2:19][N:20]2[C:24]([CH3:25])=[CH:23][C:22]([C:26](O)=[O:27])=[N:21]2)[C:5]2[O:9][C:8]([C:10]3[CH:15]=[CH:14][C:13]([F:16])=[CH:12][C:11]=3[F:17])=[CH:7][C:6]=2[CH:18]=1.C(N1CCOCC1)C.[NH2:37][CH2:38][CH:39]1[CH2:44][CH2:43][N:42]([C:45]([O:47][C:48]([CH3:51])([CH3:50])[CH3:49])=[O:46])[CH2:41][CH2:40]1.O.ON1C2C=CC=CC=2N=N1.CN(C)CCCN=C=NCC. (4) Given the product [F:1][C:2]1[CH:7]=[C:6]([I:8])[CH:5]=[CH:4][C:3]=1[NH:9][C:10]1[CH:18]=[N:17][CH:16]=[CH:15][C:11]=1[C:12]([NH:24][C:23]1[CH:25]=[CH:26][CH:27]=[C:21]([O:20][CH3:19])[CH:22]=1)=[O:14], predict the reactants needed to synthesize it. The reactants are: [F:1][C:2]1[CH:7]=[C:6]([I:8])[CH:5]=[CH:4][C:3]=1[NH:9][C:10]1[CH:18]=[N:17][CH:16]=[CH:15][C:11]=1[C:12]([OH:14])=O.[CH3:19][O:20][C:21]1[CH:22]=[C:23]([CH:25]=[CH:26][CH:27]=1)[NH2:24]. (5) The reactants are: [C@H:1]12[CH2:24][C@H:4]([N:5]([C:7]3[N:12]=[C:11](S(C)(=O)=O)[N:10]=[C:9]([C:17]4[CH:18]=[N:19][C:20]([NH2:23])=[N:21][CH:22]=4)[CH:8]=3)[CH2:6]1)[CH2:3][O:2]2.C(=O)([O-])[O-].[K+].[K+].Cl.[CH:32]12[CH2:37][CH:35]([CH2:36]1)[CH2:34][NH:33]2. Given the product [CH:32]12[CH2:37][CH:35]([CH2:36]1)[CH2:34][N:33]2[C:11]1[N:10]=[C:9]([C:17]2[CH:18]=[N:19][C:20]([NH2:23])=[N:21][CH:22]=2)[CH:8]=[C:7]([N:5]2[CH2:6][C@@H:1]3[CH2:24][C@H:4]2[CH2:3][O:2]3)[N:12]=1, predict the reactants needed to synthesize it. (6) Given the product [CH3:1][N:2]1[C:10]2[CH:9]=[CH:8][CH:7]=[C:6]([NH2:11])[C:5]=2[CH:4]=[N:3]1, predict the reactants needed to synthesize it. The reactants are: [CH3:1][N:2]1[C:10]2[C:5](=[C:6]([N+:11]([O-])=O)[CH:7]=[CH:8][CH:9]=2)[CH:4]=[N:3]1.[H][H]. (7) Given the product [F:1][C:2]([F:9])([F:8])[CH:3]([OH:7])[C:4]([O:6][CH2:15][CH3:16])=[O:5], predict the reactants needed to synthesize it. The reactants are: [F:1][C:2]([F:9])([F:8])[CH:3]([OH:7])[C:4]([OH:6])=[O:5].S(=O)(=O)(O)O.[CH2:15](O)[CH3:16].